Dataset: HIV replication inhibition screening data with 41,000+ compounds from the AIDS Antiviral Screen. Task: Binary Classification. Given a drug SMILES string, predict its activity (active/inactive) in a high-throughput screening assay against a specified biological target. (1) The drug is CCOC(=O)C(=Cc1cn(C(C)=O)c2ccccc12)P(=O)(OC)OC. The result is 0 (inactive). (2) The molecule is CCOP(=O)(OCC)C(=Cn1c(=S)[nH]c2cc(C)ccc21)C(=O)OC. The result is 0 (inactive). (3) The compound is CCOC(=O)Nc1[nH]cc(-c2ccccc2)c1C#N. The result is 0 (inactive). (4) The result is 0 (inactive). The molecule is Cn1c2ccccc2c2nnc(SCCN3CCOCC3)nc21. (5) The drug is CC(C)(CN1CCCCC1)C(=O)CC(SCCS(=O)(=O)O)c1ccc(Cl)cc1. The result is 0 (inactive). (6) The molecule is CC1=COC(C)(C=C(C#N)C#N)CC1. The result is 0 (inactive). (7) The molecule is O=C(C=P(c1ccccc1)(c1ccccc1)c1ccccc1)C1(C(=O)C=P(c2ccccc2)(c2ccccc2)c2ccccc2)CC1. The result is 0 (inactive).